Dataset: Catalyst prediction with 721,799 reactions and 888 catalyst types from USPTO. Task: Predict which catalyst facilitates the given reaction. (1) Reactant: [F:1][C:2]([F:20])([F:19])[C:3]([N:5]1[CH2:11][CH:10]([CH3:12])[C:9]2[CH:13]=[CH:14][C:15]([O:17][CH3:18])=[CH:16][C:8]=2[CH2:7][CH2:6]1)=[O:4].C([O-])([O-])=O.[Ca+2].[I:26]Cl. Product: [F:20][C:2]([F:1])([F:19])[C:3]([N:5]1[CH2:11][CH:10]([CH3:12])[C:9]2[CH:13]=[C:14]([I:26])[C:15]([O:17][CH3:18])=[CH:16][C:8]=2[CH2:7][CH2:6]1)=[O:4]. The catalyst class is: 5. (2) Reactant: [N:1]1[CH:6]=[CH:5][CH:4]=[CH:3][C:2]=1[CH2:7][OH:8].[H-].[Na+].F[C:12]1[CH:19]=[CH:18][C:15]([CH:16]=[O:17])=[CH:14][CH:13]=1. Product: [N:1]1[CH:6]=[CH:5][CH:4]=[CH:3][C:2]=1[CH2:7][O:8][C:12]1[CH:19]=[CH:18][C:15]([CH:16]=[O:17])=[CH:14][CH:13]=1. The catalyst class is: 3. (3) Reactant: [CH3:1][O:2][C:3]1[CH:4]=[C:5]2[C:9](=[CH:10][CH:11]=1)[NH:8][C:7](=[O:12])[CH2:6]2.[CH3:13][N:14]([CH3:30])[CH2:15][CH2:16][CH2:17][C:18]1[C:19]2[CH2:29][CH2:28][CH2:27][CH2:26][CH2:25][C:20]=2[NH:21][C:22]=1[CH:23]=O.N1CCCCC1. Product: [CH3:30][N:14]([CH3:13])[CH2:15][CH2:16][CH2:17][C:18]1[C:19]2[CH2:29][CH2:28][CH2:27][CH2:26][CH2:25][C:20]=2[NH:21][C:22]=1/[CH:23]=[C:6]1\[C:7](=[O:12])[NH:8][C:9]2[C:5]\1=[CH:4][C:3]([O:2][CH3:1])=[CH:11][CH:10]=2. The catalyst class is: 8.